From a dataset of Forward reaction prediction with 1.9M reactions from USPTO patents (1976-2016). Predict the product of the given reaction. (1) Given the reactants Cl[C:2]1[N:3]([CH3:20])[C:4](=[O:19])[C:5]2[C:6](=[N:8][N:9]([CH2:11][C:12]3[CH:17]=[CH:16][C:15]([Br:18])=[CH:14][CH:13]=3)[CH:10]=2)[N:7]=1.[NH2:21][C:22]([CH3:26])([CH3:25])[CH2:23][OH:24].O, predict the reaction product. The product is: [OH:24][CH2:23][C:22]([NH:21][C:2]1[N:3]([CH3:20])[C:4](=[O:19])[C:5]2[C:6](=[N:8][N:9]([CH2:11][C:12]3[CH:17]=[CH:16][C:15]([Br:18])=[CH:14][CH:13]=3)[CH:10]=2)[N:7]=1)([CH3:26])[CH3:25]. (2) Given the reactants [Cl:1][C:2]1[C:7]2[N:8]=[C:9]([C:11]3[CH:12]=[C:13](C=CC=3)[C:14]([NH:16][CH2:17]CC3CCN(C4C=CN=CC=4)CC3)=O)S[C:6]=2[CH:5]=[CH:4][CH:3]=1.[N:34]1([C:46]2[CH:51]=[CH:50][N:49]=[CH:48][CH:47]=2)[CH2:39][CH2:38][CH:37]([CH2:40][CH2:41][CH2:42][C:43]([OH:45])=O)[CH2:36][CH2:35]1.C([N:59]1CCCC(C=O)C1)(OC(C)(C)C)=O.C(O)(C(F)(F)F)=O, predict the reaction product. The product is: [Cl:1][C:2]1[C:7]2[N:8]=[C:9]([CH:11]3[CH2:12][CH2:13][CH2:14][N:16]([C:43](=[O:45])[CH2:42][CH2:41][CH2:40][CH:37]4[CH2:36][CH2:35][N:34]([C:46]5[CH:51]=[CH:50][N:49]=[CH:48][CH:47]=5)[CH2:39][CH2:38]4)[CH2:17]3)[NH:59][C:6]=2[CH:5]=[CH:4][CH:3]=1. (3) Given the reactants [Cl:1][C:2]1[O:3][C:4]2[CH:10]=[CH:9][C:8]([C:11]([CH2:30][CH3:31])=[C:12]([C:23]3[CH:28]=[CH:27][C:26]([OH:29])=[CH:25][CH:24]=3)[C:13]3[CH:18]=[CH:17][C:16]([O:19][CH2:20][CH2:21]Cl)=[CH:15][CH:14]=3)=[CH:7][C:5]=2[CH:6]=1.[CH2:32]([NH2:34])[CH3:33], predict the reaction product. The product is: [Cl:1][C:2]1[O:3][C:4]2[CH:10]=[CH:9][C:8]([C:11]([CH2:30][CH3:31])=[C:12]([C:23]3[CH:28]=[CH:27][C:26]([OH:29])=[CH:25][CH:24]=3)[C:13]3[CH:18]=[CH:17][C:16]([O:19][CH2:20][CH2:21][NH:34][CH2:32][CH3:33])=[CH:15][CH:14]=3)=[CH:7][C:5]=2[CH:6]=1. (4) Given the reactants F[C:2]1[CH:13]=[CH:12][C:5]([C:6]([O:8][CH:9]([CH3:11])[CH3:10])=[O:7])=[C:4]([C:14]([F:17])([F:16])[F:15])[CH:3]=1.CN1CCN(C)C1=O.[F:26][C@H:27]([CH3:30])[CH2:28][OH:29].C(=O)([O-])[O-].[Cs+].[Cs+], predict the reaction product. The product is: [F:26][C@H:27]([CH3:30])[CH2:28][O:29][C:2]1[CH:13]=[CH:12][C:5]([C:6]([O:8][CH:9]([CH3:11])[CH3:10])=[O:7])=[C:4]([C:14]([F:17])([F:16])[F:15])[CH:3]=1.